This data is from Retrosynthesis with 50K atom-mapped reactions and 10 reaction types from USPTO. The task is: Predict the reactants needed to synthesize the given product. (1) Given the product O=c1cc2sccn2c(=O)n1Cc1ccc(Cl)cc1, predict the reactants needed to synthesize it. The reactants are: ClCc1ccc(Cl)cc1.O=c1cc2sccn2c(=O)[nH]1. (2) Given the product CCCNc1ccc(C(=O)N2CCCC(CC(=O)NC(C)C)c3ccccc32)c(Cl)c1, predict the reactants needed to synthesize it. The reactants are: CC(C)N.CCCNc1ccc(C(=O)N2CCCC(CC(=O)O)c3ccccc32)c(Cl)c1. (3) Given the product O=C(O)Cc1cccc(NC(=O)NCC(=O)N2[C@H](c3ccccc3)CC[C@@H]2c2ccccc2)c1, predict the reactants needed to synthesize it. The reactants are: COC(=O)Cc1cccc(NC(=O)NCC(=O)N2[C@H](c3ccccc3)CC[C@@H]2c2ccccc2)c1. (4) Given the product O=C(NC1CCN(Cc2ccccc2)CC1)c1ccccc1-c1ccc(C(F)(F)F)cc1, predict the reactants needed to synthesize it. The reactants are: NC1CCN(Cc2ccccc2)CC1.O=C(O)c1ccccc1-c1ccc(C(F)(F)F)cc1. (5) Given the product O=Cc1ccc(Cl)c2nc3n(c12)CCCN3c1ccc(Cl)cc1C(F)(F)F, predict the reactants needed to synthesize it. The reactants are: OCc1ccc(Cl)c2nc3n(c12)CCCN3c1ccc(Cl)cc1C(F)(F)F.